This data is from Experimentally validated miRNA-target interactions with 360,000+ pairs, plus equal number of negative samples. The task is: Binary Classification. Given a miRNA mature sequence and a target amino acid sequence, predict their likelihood of interaction. (1) The miRNA is hsa-miR-6856-3p with sequence UACAGCCCUGUGAUCUUUCCAG. The protein sequence of the target gene is MVYKTLFALCILTAGWRVQSLPTSAPLSVSLPTNIVPPTTIWTSSPQNTDADTASPSNGTHNNSVLPVTASAPTSLLPKNISIESREEEITSPGSNWEGTNTDPSPSGFSSTSGGVHLTTTLEEHSSGTPEAGVAATLSQSAAEPPTLISPQAPASSPSSLSTSPPEVFSASVTTNHSSTVTSTQPTGAPTAPESPTEESSSDHTPTSHATAEPVPQEKTPPTTVSGKVMCELIDMETTTTFPRVIMQEVEHALSSGSIAAITVTVIAVVLLVFGVAAYLKIRHSSYGRLLDDHDYGSWG.... Result: 1 (interaction). (2) The miRNA is mmu-miR-449c-5p with sequence AGGCAGUGCAUUGCUAGCUGG. The protein sequence of the target gene is MSENLDKSNVNEAGKSKSNDSEEGLEDAVEGADEALQKAIKSDSSSPQRVQRPHSSPPRFVTVEELLETARGVTNMALAHEIVVNGDFQIKPVELPENSLKKRVKEIVHKAFWDCLSVQLSEDPPAYDHAIKLVGEIKETLLSFLLPGHTRLRNQITEVLDLDLIKQEAENGALDISKLAEFIIGMMGTLCAPARDEEVKKLKDIKEIVPLFREIFSVLDLMKVDMANFAISSIRPHLMQQSVEYERKKFQEILERQPNSLDFVTQWLEEASEDLMTQKYKHALPVGGMAAGSGDMPRLS.... Result: 0 (no interaction). (3) The miRNA is hsa-miR-6894-3p with sequence UUGCCUGCCCUCUUCCUCCAG. The protein sequence of the target gene is MNEPTENRLGCSRTPEPDIRLRKGHQLDGTRRGDNDSHQGDLEPILEASVLSSHHKKSSEEHEYSDEAPQEDEGFMGMSPLLQAHHAMEKMEEFVCKVWEGRWRVIPHDVLPDWLKDNDFLLHGHRPPMPSFRACFKSIFRIHTETGNIWTHLLGCVFFLCLGIFYMFRPNISFVAPLQEKVVFGLFFLGAILCLSFSWLFHTVYCHSEGVSRLFSKLDYSGIALLIMGSFVPWLYYSFYCNPQPCFIYLIVICVLGIAAIIVSQWDMFATPQYRGVRAGVFLGLGLSGIIPTLHYVISE.... Result: 0 (no interaction). (4) The miRNA is hsa-miR-374b-5p with sequence AUAUAAUACAACCUGCUAAGUG. The protein sequence of the target gene is MAMRQTPLTCSGHTRPVVDLAFSGITPYGYFLISACKDGKPMLRQGDTGDWIGTFLGHKGAVWGATLNKDATKAATAAADFTAKVWDAVSGDELMTLAHKHIVKTVDFTQDSNYLLTGGQDKLLRIYDLNKPEAEPKEISGHTSGIKKALWCSEDKQILSADDKTVRLWDHATMTEVKSLNFNMSVSSMEYIPEGEILVITYGRSIAFHSAVSLDPIKSFEAPATINSASLHPEKEFLVAGGEDFKLYKYDYNSGEELESYKGHFGPIHCVRFSPDGELYASGSEDGTLRLWQTVVGKTY.... Result: 1 (interaction). (5) The miRNA is hsa-miR-7113-5p with sequence UCCAGGGAGACAGUGUGUGAG. The protein sequence of the target gene is MVFTPEDRLGKQCLLLPLLLLAAWKVGSGQLHYSVPEEAKHGTFVGRIAQDLGLELAELVPRLFRMASKDREDLLEVNLQNGILFVNSRIDREELCGRSAECSIHLEVIVDRPLQVFHVDVEVRDINDNPPLFPVEEQRVLIYESRLPDSVFPLEGASDADVGSNSILTYKLSSSEYFGLDVKINSDDNKQIGLLLKKSLDREEAPAHNLFLTATDGGKPELTGTVQLLVTVLDVNDNAPTFEQSEYEVRIFENADNGTTVIRLNASDRDEGANGAISYSFNSLVAAMVIDHFSIDRNTG.... Result: 1 (interaction). (6) The miRNA is rno-miR-99a-5p with sequence AACCCGUAGAUCCGAUCUUGUG. The protein sequence of the target gene is MNSVRAANRRPRRVSRPRPVQQQQQQPPQQPPPQPPQQQPPQQQPPPPPQQQQQQQPPPPPPPPPPLPQERNNVGERDDDVPADMVAEESGPGAQNSPYQLRRKTLLPKRTACPTKNSMEGASTSTTENFGHRAKRARVSGKSQDLSAAPAEQYLQEKLPDEVVLKIFSYLLEQDLCRAACVCKRFSELANDPILWKRLYMEVFEYTRPMMHPEPGKFYQINPEEYEHPNPWKESFQQLYKGAHVKPGFAEHFYSNPARYKGRENMLYYDTIEDALGGVQEAHFDGLIFVHSGIYTDEWI.... Result: 0 (no interaction). (7) The miRNA is hsa-miR-708-3p with sequence CAACUAGACUGUGAGCUUCUAG. The protein sequence of the target gene is MRGGENRPPARVQSSSEELELRHQSLDAFPGRRLPGRGIQPAAKMSSVGKVTQVPNGKAYQQIFQAEVQLVHSLAATRKRAAERSVTLKSGRIPMMKKVETPEGEVMSPRQQKWMHSLPNDWIMENPVLHREKERAKREKARESENTIAAREVRGLMDTIVPEKISTSTFQRQAEHKRKSYESALASFQEEIAQVGKEMEPLIVDTGGLFLKKLTESDEEMNRLFLKVENDTNLEDYTIQALLELWDKVAGRLLLRKQEIKELDEALHSLEFSRTDKLKSVLKKYAEVIEKTSYLMRPEV.... Result: 0 (no interaction). (8) The miRNA is mmu-miR-129-2-3p with sequence AAGCCCUUACCCCAAAAAGCAU. The protein sequence of the target gene is MSETAPLAPTIPAPAEKTPVKKKAKKAGATAGKRKASGPPVSELITKAVAASKERSGVSLAALKKALAAAGYDVEKNNSRIKLGLKSLVSKGTLVQTKGTGASGSFKLNKKAASGEGKPKAKKAGAAKPRKPAGAAKKPKKVAGAATPKKSIKKTPKKVKKPATAAGTKKVAKSAKKVKTPQPKKAAKSPAKAKAPKPKAAKPKSGKPKVTKAKKAAPKKK. Result: 0 (no interaction).